This data is from Catalyst prediction with 721,799 reactions and 888 catalyst types from USPTO. The task is: Predict which catalyst facilitates the given reaction. (1) Reactant: [ClH:1].[CH3:2][N:3]1[CH:7]=[N:6][C:5]([C:8]2[CH:9]=[CH:10][C:11]([C:14]3[CH2:19][CH2:18][N:17](C(OC(C)(C)C)=O)[CH2:16][CH:15]=3)=[N:12][CH:13]=2)=[N:4]1. Product: [ClH:1].[ClH:1].[CH3:2][N:3]1[CH:7]=[N:6][C:5]([C:8]2[CH:9]=[CH:10][C:11]([C:14]3[CH2:19][CH2:18][NH:17][CH2:16][CH:15]=3)=[N:12][CH:13]=2)=[N:4]1. The catalyst class is: 258. (2) Reactant: [CH2:1]([C@@:4]1([CH3:35])[CH2:9][C@H:8]([C:10]2[CH:15]=[CH:14][CH:13]=[C:12]([Cl:16])[CH:11]=2)[C@@H:7]([C:17]2[CH:22]=[CH:21][C:20]([Cl:23])=[CH:19][CH:18]=2)[N:6]([C@@H:24]([CH2:32][CH3:33])[CH2:25][N:26]2[CH2:31][CH2:30][NH:29][CH2:28][CH2:27]2)[C:5]1=[O:34])[CH:2]=[CH2:3].[C:36](Cl)(=[O:38])[CH3:37].C(N(C(C)C)CC)(C)C. Product: [C:36]([N:29]1[CH2:28][CH2:27][N:26]([CH2:25][C@@H:24]([N:6]2[C@H:7]([C:17]3[CH:22]=[CH:21][C:20]([Cl:23])=[CH:19][CH:18]=3)[C@@H:8]([C:10]3[CH:15]=[CH:14][CH:13]=[C:12]([Cl:16])[CH:11]=3)[CH2:9][C@@:4]([CH2:1][CH:2]=[CH2:3])([CH3:35])[C:5]2=[O:34])[CH2:32][CH3:33])[CH2:31][CH2:30]1)(=[O:38])[CH3:37]. The catalyst class is: 26. (3) Reactant: F[C:2]1[C:7]([F:8])=[CH:6][C:5]([C:9]2[CH:10]=[N:11][N:12]([CH2:14][CH2:15][O:16][CH:17]3[CH2:22][CH2:21][CH2:20][CH2:19][O:18]3)[CH:13]=2)=[CH:4][N:3]=1.[NH2:23][NH2:24]. Product: [F:8][C:7]1[C:2]([NH:23][NH2:24])=[N:3][CH:4]=[C:5]([C:9]2[CH:10]=[N:11][N:12]([CH2:14][CH2:15][O:16][CH:17]3[CH2:22][CH2:21][CH2:20][CH2:19][O:18]3)[CH:13]=2)[CH:6]=1. The catalyst class is: 378. (4) Reactant: [Cl:1][C:2]1[CH:3]=[C:4]([C:14]([C:16]2[CH:21]=[CH:20][CH:19]=[C:18]([Cl:22])[CH:17]=2)=O)[CH:5]=[CH:6][C:7]=1[CH2:8][N:9]1[CH2:13][CH2:12][CH2:11][CH2:10]1.Cl.[NH2:24][OH:25]. Product: [Cl:1][C:2]1[CH:3]=[C:4]([C:14]([C:16]2[CH:21]=[CH:20][CH:19]=[C:18]([Cl:22])[CH:17]=2)=[N:24][OH:25])[CH:5]=[CH:6][C:7]=1[CH2:8][N:9]1[CH2:13][CH2:12][CH2:11][CH2:10]1. The catalyst class is: 5. (5) Reactant: [CH2:1]([N:8]1[C:20]2[C:19]3[CH:18]=[CH:17][CH:16]=[CH:15][C:14]=3[N:13]=[C:12]([NH2:21])[C:11]=2[N:10]=[C:9]1S(C)(=O)=O)[C:2]1[CH:7]=[CH:6][CH:5]=[CH:4][CH:3]=1.[CH3:26][O-:27].[Na+]. Product: [CH2:1]([N:8]1[C:20]2[C:19]3[CH:18]=[CH:17][CH:16]=[CH:15][C:14]=3[N:13]=[C:12]([NH2:21])[C:11]=2[N:10]=[C:9]1[O:27][CH3:26])[C:2]1[CH:7]=[CH:6][CH:5]=[CH:4][CH:3]=1. The catalyst class is: 5. (6) Reactant: [NH:1]1[C:9]2[C:4](=[CH:5][CH:6]=[C:7]([NH2:10])[CH:8]=2)[CH:3]=[CH:2]1.[C:11](O[C:11]([O:13][C:14]([CH3:17])([CH3:16])[CH3:15])=[O:12])([O:13][C:14]([CH3:17])([CH3:16])[CH3:15])=[O:12].C(=O)(O)[O-].[Na+]. Product: [NH:1]1[C:9]2[C:4](=[CH:5][CH:6]=[C:7]([NH:10][C:11](=[O:12])[O:13][C:14]([CH3:17])([CH3:16])[CH3:15])[CH:8]=2)[CH:3]=[CH:2]1. The catalyst class is: 7. (7) Reactant: [N:1]1[CH:6]=[CH:5][C:4]([C:7]2[CH:12]=[CH:11][C:10]([OH:13])=[CH:9][CH:8]=2)=[CH:3][CH:2]=1.Cl[CH2:15][CH2:16][N:17]([CH3:19])[CH3:18].Cl. The catalyst class is: 22. Product: [CH3:18][N:17]([CH3:19])[CH2:16][CH2:15][O:13][C:10]1[CH:11]=[CH:12][C:7]([C:4]2[CH:5]=[CH:6][N:1]=[CH:2][CH:3]=2)=[CH:8][CH:9]=1. (8) Reactant: [H-].[Na+].[C:3]([CH:11]1[C:20](=[O:21])[C:19]2[C:14](=[CH:15][CH:16]=[CH:17][CH:18]=2)[NH:13][CH2:12]1)(=[O:10])[C:4]1[CH:9]=[CH:8][CH:7]=[CH:6][CH:5]=1.[F:22][C:23]1[CH:30]=[CH:29][CH:28]=[CH:27][C:24]=1[CH2:25]Br. Product: [C:3]([C:11]1[C:20](=[O:21])[C:19]2[C:14](=[CH:15][CH:16]=[CH:17][CH:18]=2)[N:13]([CH2:25][C:24]2[CH:27]=[CH:28][CH:29]=[CH:30][C:23]=2[F:22])[CH:12]=1)(=[O:10])[C:4]1[CH:5]=[CH:6][CH:7]=[CH:8][CH:9]=1. The catalyst class is: 9. (9) Product: [C:1]([O:5][C@@H:6]([C:12]1[C:28]([CH3:29])=[CH:27][C:15]2[N:16]=[C:17]([C:19]3[C:24]([F:25])=[CH:23][N:22]=[C:21]([C:43]4[CH:42]=[C:41]5[C:46](=[CH:45][CH:44]=4)[N:38]([CH3:37])[N:39]=[CH:40]5)[CH:20]=3)[S:18][C:14]=2[C:13]=1[C:30]1[CH:35]=[CH:34][C:33]([Cl:36])=[CH:32][CH:31]=1)[C:7]([O:9][CH2:10][CH3:11])=[O:8])([CH3:4])([CH3:2])[CH3:3]. Reactant: [C:1]([O:5][C@@H:6]([C:12]1[C:28]([CH3:29])=[CH:27][C:15]2[N:16]=[C:17]([C:19]3[C:24]([F:25])=[CH:23][N:22]=[C:21](Cl)[CH:20]=3)[S:18][C:14]=2[C:13]=1[C:30]1[CH:35]=[CH:34][C:33]([Cl:36])=[CH:32][CH:31]=1)[C:7]([O:9][CH2:10][CH3:11])=[O:8])([CH3:4])([CH3:3])[CH3:2].[CH3:37][N:38]1[C:46]2[C:41](=[CH:42][C:43](B(O)O)=[CH:44][CH:45]=2)[CH:40]=[N:39]1.C([O-])([O-])=O.[K+].[K+]. The catalyst class is: 518.